From a dataset of Forward reaction prediction with 1.9M reactions from USPTO patents (1976-2016). Predict the product of the given reaction. Given the reactants [CH2:1]([C:3]1[CH:4]=[CH:5][CH:6]=[C:7]2[C:12]=1[N:11]=[C:10]([C:13]1([C:16]3[CH:21]=[CH:20][CH:19]=[CH:18][CH:17]=3)[CH2:15][CH2:14]1)[C:9]([OH:22])=[C:8]2[C:23]([OH:25])=[O:24])[CH3:2].N1C2C(=CC=CC=2)[C:29](=O)[C:27]1=O.[OH-].[Na+], predict the reaction product. The product is: [OH:22][C:9]1[C:10]([C:13]2([C:16]3[CH:17]=[CH:18][CH:19]=[CH:20][CH:21]=3)[CH2:14][CH2:15]2)=[N:11][C:12]2[C:7]([C:8]=1[C:23]([OH:25])=[O:24])=[CH:6][CH:5]=[C:4]1[CH2:27][CH2:29][CH2:2][CH2:1][C:3]=21.